Dataset: Reaction yield outcomes from USPTO patents with 853,638 reactions. Task: Predict the reaction yield, written as a fraction of the theoretical maximum amount of product (1.0 means a 100% yield; for example, 0.34 means a 34% yield). The reactants are O[CH2:2][CH:3]([CH2:14][O:15][C:16]([C:29]1[CH:34]=[CH:33][CH:32]=[CH:31][CH:30]=1)([C:23]1[CH:28]=[CH:27][CH:26]=[CH:25][CH:24]=1)[C:17]1[CH:22]=[CH:21][CH:20]=[CH:19][CH:18]=1)[CH2:4][CH2:5][N:6]1[CH:11]=[CH:10][C:9](=[O:12])[NH:8][C:7]1=[O:13].C1(P(C2C=CC=CC=2)C2C=CC=CC=2)C=CC=CC=1.C(Br)(Br)(Br)[Br:55].C([O-])(O)=O.[Na+]. The catalyst is CN(C=O)C. The product is [Br:55][CH2:2][CH:3]([CH2:14][O:15][C:16]([C:29]1[CH:34]=[CH:33][CH:32]=[CH:31][CH:30]=1)([C:23]1[CH:28]=[CH:27][CH:26]=[CH:25][CH:24]=1)[C:17]1[CH:22]=[CH:21][CH:20]=[CH:19][CH:18]=1)[CH2:4][CH2:5][N:6]1[CH:11]=[CH:10][C:9](=[O:12])[NH:8][C:7]1=[O:13]. The yield is 0.570.